Dataset: Forward reaction prediction with 1.9M reactions from USPTO patents (1976-2016). Task: Predict the product of the given reaction. (1) Given the reactants [O:1]=[C:2]1[NH:6][CH2:5][C:4](=[O:7])[N:3]1[C:8]1[C:17]2[C:12](=[CH:13][CH:14]=[CH:15][CH:16]=2)[C:11]([C:18]#[N:19])=[CH:10][CH:9]=1.N[C@H](C(O)=O)C.C([O-])([O-])=O.[Na+].[Na+].[CH:32](=O)[C:33]1[C:34](=[CH:36][CH:37]=[CH:38][CH:39]=1)[OH:35], predict the reaction product. The product is: [OH:35][C:34]1[CH:36]=[CH:37][CH:38]=[CH:39][C:33]=1[CH:32]=[C:5]1[C:4](=[O:7])[N:3]([C:8]2[C:17]3[C:12](=[CH:13][CH:14]=[CH:15][CH:16]=3)[C:11]([C:18]#[N:19])=[CH:10][CH:9]=2)[C:2](=[O:1])[NH:6]1. (2) Given the reactants S1[CH:5]=[CH:4][CH:3]=[C:2]1B(O)O.[Li+].[CH3:10][CH2:11][CH2:12][CH2-:13].[Br-:14].[Li+].CSSC.OOS([O-])=O.[K+].C([O:28][CH2:29][CH3:30])C, predict the reaction product. The product is: [CH2:5]([O:28][C:29]1[CH:30]=[CH:13][C:12]([Br:14])=[CH:11][CH:10]=1)[CH2:4][CH2:3][CH3:2]. (3) Given the reactants [CH3:1][O:2][C:3](=[O:12])[C:4]1[CH:9]=[CH:8][C:7](Br)=[C:6]([CH3:11])[CH:5]=1.C(=O)([O-])[O-].[Na+].[Na+].B([C:22]1[CH:26]=[C:25]([CH3:27])[S:24][C:23]=1[S:28]([N:31]([C:38]1[C:42]([CH3:43])=[C:41]([CH3:44])[O:40][N:39]=1)[CH2:32][O:33][CH2:34][CH2:35][O:36][CH3:37])(=[O:30])=[O:29])(O)O, predict the reaction product. The product is: [CH3:1][O:2][C:3](=[O:12])[C:4]1[CH:9]=[CH:8][C:7]([C:22]2[CH:26]=[C:25]([CH3:27])[S:24][C:23]=2[S:28](=[O:29])(=[O:30])[N:31]([C:38]2[C:42]([CH3:43])=[C:41]([CH3:44])[O:40][N:39]=2)[CH2:32][O:33][CH2:34][CH2:35][O:36][CH3:37])=[C:6]([CH3:11])[CH:5]=1. (4) Given the reactants [CH2:1]([O:8][C:9]1[C:17]([F:18])=[C:16]2[C:12]([CH2:13][N:14]([CH2:20][C@H:21]3[CH2:26][CH2:25][C@H:24]([C:27](O)=[O:28])[CH2:23][CH2:22]3)[C:15]2=[O:19])=[CH:11][CH:10]=1)[C:2]1[CH:7]=[CH:6][CH:5]=[CH:4][CH:3]=1.B.C1COCC1.O.Cl, predict the reaction product. The product is: [CH2:1]([O:8][C:9]1[C:17]([F:18])=[C:16]2[C:12]([CH2:13][N:14]([CH2:20][C@H:21]3[CH2:26][CH2:25][C@H:24]([CH2:27][OH:28])[CH2:23][CH2:22]3)[C:15]2=[O:19])=[CH:11][CH:10]=1)[C:2]1[CH:7]=[CH:6][CH:5]=[CH:4][CH:3]=1. (5) Given the reactants Cl[CH2:2][C:3]1[N:12]=[C:11]([C:13]2[CH:18]=[CH:17][C:16]3[O:19][CH2:20][O:21][C:15]=3[CH:14]=2)[C:10]2[C:5](=[CH:6][C:7]3[O:24][CH2:23][O:22][C:8]=3[CH:9]=2)[N:4]=1.C([O-])(=O)C.[Na+].[Na+].[I-:31], predict the reaction product. The product is: [I:31][CH2:2][C:3]1[N:12]=[C:11]([C:13]2[CH:18]=[CH:17][C:16]3[O:19][CH2:20][O:21][C:15]=3[CH:14]=2)[C:10]2[C:5](=[CH:6][C:7]3[O:24][CH2:23][O:22][C:8]=3[CH:9]=2)[N:4]=1. (6) Given the reactants [F:1][C:2]1[CH:3]=[C:4]([NH:18][C:19](=[O:25])[C:20](OCC)=[O:21])[CH:5]=[CH:6][C:7]=1[O:8][C:9]1[CH:14]=[CH:13][N:12]=[C:11]2[CH:15]=[CH:16][S:17][C:10]=12.[O:26]1[CH2:31][CH2:30][N:29]([CH2:32][CH2:33][NH2:34])[CH2:28][CH2:27]1, predict the reaction product. The product is: [F:1][C:2]1[CH:3]=[C:4]([NH:18][C:19](=[O:25])[C:20]([NH:34][CH2:33][CH2:32][N:29]2[CH2:30][CH2:31][O:26][CH2:27][CH2:28]2)=[O:21])[CH:5]=[CH:6][C:7]=1[O:8][C:9]1[CH:14]=[CH:13][N:12]=[C:11]2[CH:15]=[CH:16][S:17][C:10]=12.